Dataset: Forward reaction prediction with 1.9M reactions from USPTO patents (1976-2016). Task: Predict the product of the given reaction. (1) Given the reactants [NH2:1][CH2:2][C:3]1[CH:30]=[CH:29][C:6]([CH2:7][N:8]([CH2:19][C:20]2[NH:24][C:23]3[CH:25]=[CH:26][CH:27]=[CH:28][C:22]=3[N:21]=2)[CH:9]2[C:18]3[N:17]=[CH:16][CH:15]=[CH:14][C:13]=3[CH2:12][CH2:11][CH2:10]2)=[CH:5][CH:4]=1.[C:31]1([N:37]=[C:38]=[O:39])[CH:36]=[CH:35][CH:34]=[CH:33][CH:32]=1, predict the reaction product. The product is: [NH:24]1[C:23]2[CH:25]=[CH:26][CH:27]=[CH:28][C:22]=2[N:21]=[C:20]1[CH2:19][N:8]([CH2:7][C:6]1[CH:5]=[CH:4][C:3]([CH2:2][NH:1][C:38]([NH:37][C:31]2[CH:36]=[CH:35][CH:34]=[CH:33][CH:32]=2)=[O:39])=[CH:30][CH:29]=1)[CH:9]1[C:18]2[N:17]=[CH:16][CH:15]=[CH:14][C:13]=2[CH2:12][CH2:11][CH2:10]1. (2) Given the reactants [CH3:1][C:2]1[CH:7]=[CH:6][C:5]([C:8](=[O:20])[NH:9][C:10]2[CH:15]=[CH:14][CH:13]=[C:12]([C:16]([F:19])([F:18])[F:17])[CH:11]=2)=[CH:4][C:3]=1[NH:21][C:22]([C:24]1[C:28]2[N:29]=[CH:30][N:31]=[C:32](S(C)=O)[C:27]=2[S:26][CH:25]=1)=[O:23].Cl.[CH3:37][NH2:38], predict the reaction product. The product is: [CH3:1][C:2]1[CH:7]=[CH:6][C:5]([C:8](=[O:20])[NH:9][C:10]2[CH:15]=[CH:14][CH:13]=[C:12]([C:16]([F:17])([F:18])[F:19])[CH:11]=2)=[CH:4][C:3]=1[NH:21][C:22]([C:24]1[C:28]2[N:29]=[CH:30][N:31]=[C:32]([NH:38][CH3:37])[C:27]=2[S:26][CH:25]=1)=[O:23]. (3) Given the reactants C([O:5][C:6](=[O:38])[CH2:7][N:8]1[C:12]2[CH:13]=[CH:14][C:15]([N:17]([CH2:28][C:29]3[CH:34]=[CH:33][CH:32]=[CH:31][CH:30]=3)[C:18](=[O:27])[C:19]3[CH:24]=[CH:23][C:22]([F:25])=[C:21]([F:26])[CH:20]=3)=[CH:16][C:11]=2[N:10]=[C:9]1[CH2:35][CH2:36][CH3:37])(C)(C)C.C(O)(C(F)(F)F)=O, predict the reaction product. The product is: [CH2:28]([N:17]([C:18](=[O:27])[C:19]1[CH:24]=[CH:23][C:22]([F:25])=[C:21]([F:26])[CH:20]=1)[C:15]1[CH:14]=[CH:13][C:12]2[N:8]([CH2:7][C:6]([OH:38])=[O:5])[C:9]([CH2:35][CH2:36][CH3:37])=[N:10][C:11]=2[CH:16]=1)[C:29]1[CH:34]=[CH:33][CH:32]=[CH:31][CH:30]=1. (4) Given the reactants [C:1]([O:5][C:6]([N:8]1[CH2:13][CH2:12][CH:11]([CH:14]2[O:28][C:17]3=[CH:18][N:19]=[C:20]([N:22]4[CH2:27][CH2:26][NH:25][CH2:24][CH2:23]4)[CH:21]=[C:16]3[CH2:15]2)[CH2:10][CH2:9]1)=[O:7])([CH3:4])([CH3:3])[CH3:2].[CH:29]([S:32](Cl)(=[O:34])=[O:33])([CH3:31])[CH3:30].C(N(CC)CC)C, predict the reaction product. The product is: [C:1]([O:5][C:6]([N:8]1[CH2:13][CH2:12][CH:11]([CH:14]2[O:28][C:17]3=[CH:18][N:19]=[C:20]([N:22]4[CH2:23][CH2:24][N:25]([S:32]([CH:29]([CH3:31])[CH3:30])(=[O:34])=[O:33])[CH2:26][CH2:27]4)[CH:21]=[C:16]3[CH2:15]2)[CH2:10][CH2:9]1)=[O:7])([CH3:4])([CH3:2])[CH3:3]. (5) Given the reactants [CH3:1][O:2][CH2:3][CH2:4][O:5][CH2:6][CH2:7][O:8][CH2:9][C:10]([OH:12])=O.[CH2:13]([NH2:16])[C:14]#[CH:15].CCN(C(C)C)C(C)C.CN(C(ON1N=NC2C=CC=CC1=2)=[N+](C)C)C.F[P-](F)(F)(F)(F)F, predict the reaction product. The product is: [CH3:1][O:2][CH2:3][CH2:4][O:5][CH2:6][CH2:7][O:8][CH2:9][C:10]([NH:16][CH2:13][C:14]#[CH:15])=[O:12]. (6) Given the reactants C[O:2][C:3](=[O:40])[C@@H:4]([NH:8][S:9]([C:12]1[CH:17]=[CH:16][C:15]([C:18]2[CH:23]=[CH:22][C:21]([NH:24][C:25]([C:27]3[O:28][C:29]4[CH:36]=[CH:35][C:34]([I:37])=[C:33]([O:38][CH3:39])[C:30]=4[C:31]=3[CH3:32])=[O:26])=[CH:20][CH:19]=2)=[CH:14][CH:13]=1)(=[O:11])=[O:10])[CH:5]([CH3:7])[CH3:6].[Li+].[OH-], predict the reaction product. The product is: [I:37][C:34]1[CH:35]=[CH:36][C:29]2[O:28][C:27]([C:25]([NH:24][C:21]3[CH:20]=[CH:19][C:18]([C:15]4[CH:14]=[CH:13][C:12]([S:9]([NH:8][C@@H:4]([CH:5]([CH3:6])[CH3:7])[C:3]([OH:40])=[O:2])(=[O:10])=[O:11])=[CH:17][CH:16]=4)=[CH:23][CH:22]=3)=[O:26])=[C:31]([CH3:32])[C:30]=2[C:33]=1[O:38][CH3:39].